Regression/Classification. Given a drug SMILES string, predict its absorption, distribution, metabolism, or excretion properties. Task type varies by dataset: regression for continuous measurements (e.g., permeability, clearance, half-life) or binary classification for categorical outcomes (e.g., BBB penetration, CYP inhibition). Dataset: cyp1a2_veith. From a dataset of CYP1A2 inhibition data for predicting drug metabolism from PubChem BioAssay. (1) The result is 1 (inhibitor). The compound is O=C(Nc1ccc2ccccc2c1)[C@H]1C[C@@H]1[C@H](NP(=O)(c1ccccc1)c1ccccc1)c1ccccc1. (2) The compound is Cc1ccc(C(=O)N2CCN(C3c4cccc5cccc(c45)C3NS(=O)(=O)c3ccccc3)CC2)cc1. The result is 0 (non-inhibitor). (3) The compound is C[N@@+]1(Cc2ccc(Cl)c(Cl)c2)CCC[C@@H]1c1ccc[n+](Cc2ccc(Cl)c(Cl)c2)c1. The result is 0 (non-inhibitor). (4) The drug is COCCn1c(=O)[nH]c2cc(C(=O)N3CCN(c4ccccc4OC)CC3)ccc2c1=O. The result is 0 (non-inhibitor). (5) The molecule is COc1cc2c(cc1OC)[C@]13CCN4CC5=CCO[C@H](CC(=O)O)[C@H]([C@H]5C[C@H]41)[C@H]3N2. The result is 0 (non-inhibitor). (6) The drug is NCCP(=O)(O)O. The result is 0 (non-inhibitor).